This data is from Catalyst prediction with 721,799 reactions and 888 catalyst types from USPTO. The task is: Predict which catalyst facilitates the given reaction. Reactant: C([O:5][C:6](=[O:33])[CH2:7][N:8]1[C:16]2[C:11](=[CH:12][CH:13]=[C:14]([Cl:18])[C:15]=2[F:17])[C:10]([S:19][C:20]2[C:21]([F:31])=[C:22]([CH:28]=[CH:29][CH:30]=2)[C:23]([O:25][CH2:26][CH3:27])=[O:24])=[C:9]1[CH3:32])(C)(C)C.FC(F)(F)C(O)=O. Product: [Cl:18][C:14]1[C:15]([F:17])=[C:16]2[C:11]([C:10]([S:19][C:20]3[CH:30]=[CH:29][CH:28]=[C:22]([C:23]([O:25][CH2:26][CH3:27])=[O:24])[C:21]=3[F:31])=[C:9]([CH3:32])[N:8]2[CH2:7][C:6]([OH:33])=[O:5])=[CH:12][CH:13]=1. The catalyst class is: 2.